Dataset: Reaction yield outcomes from USPTO patents with 853,638 reactions. Task: Predict the reaction yield, written as a fraction of the theoretical maximum amount of product (1.0 means a 100% yield; for example, 0.34 means a 34% yield). (1) The product is [F:19][C:3]1[CH:4]=[C:5]([NH:12][C:13]2[NH:17][N:16]=[C:15]([NH2:18])[N:14]=2)[CH:6]=[C:7]([C:8]([F:11])([F:10])[F:9])[C:2]=1[S:32][C:26]1[CH:31]=[CH:30][CH:29]=[CH:28][CH:27]=1. The reactants are Br[C:2]1[C:7]([C:8]([F:11])([F:10])[F:9])=[CH:6][C:5]([NH:12][C:13]2[NH:17][N:16]=[C:15]([NH2:18])[N:14]=2)=[CH:4][C:3]=1[F:19].CC(C)([O-])C.[Na+].[C:26]1([SH:32])[CH:31]=[CH:30][CH:29]=[CH:28][CH:27]=1. The catalyst is O1CCOCC1.O.ClCCl.C(P(C(C)C)[C-]1C=CC=C1)(C)C.[C-]1(P(C(C)C)C(C)C)C=CC=C1.[Fe+2].CC([O-])=O.CC([O-])=O.[Pd+2]. The yield is 0.0400. (2) The reactants are C([Li])CCC.Br[C:7]1[CH:12]=[CH:11][CH:10]=[CH:9][N:8]=1.[CH:13]([C:15]1[CH:20]=[CH:19][C:18]([NH:21][C:22](=[O:24])[CH3:23])=[CH:17][CH:16]=1)=[O:14]. The catalyst is CCCCCC.C1COCC1. The product is [OH:14][CH:13]([C:7]1[CH:12]=[CH:11][CH:10]=[CH:9][N:8]=1)[C:15]1[CH:16]=[CH:17][C:18]([NH:21][C:22](=[O:24])[CH3:23])=[CH:19][CH:20]=1. The yield is 0.170.